From a dataset of Full USPTO retrosynthesis dataset with 1.9M reactions from patents (1976-2016). Predict the reactants needed to synthesize the given product. (1) Given the product [NH2:1][C:2]1[N:3]=[C:4]([Cl:15])[C:5]2[CH2:9][C:10](=[O:12])[N:23]([CH2:22][C:18]3[CH:17]=[N:16][CH:21]=[CH:20][CH:19]=3)[C:6]=2[N:7]=1, predict the reactants needed to synthesize it. The reactants are: [NH2:1][C:2]1[N:7]=[C:6](Cl)[C:5]([CH2:9][C:10]([O:12]CC)=O)=[C:4]([Cl:15])[N:3]=1.[N:16]1[CH:21]=[CH:20][CH:19]=[C:18]([CH2:22][NH2:23])[CH:17]=1.CCN(C(C)C)C(C)C. (2) Given the product [CH2:1]([C:3]1[CH:8]=[CH:7][C:6]([C@H:9]2[CH2:14][C@@H:13]([C:15]([F:16])([F:17])[F:18])[N:12]3[N:19]=[CH:20][C:21]([C:22]([NH:67][CH2:66][C:62]4[CH:61]=[CH:60][C:59]([F:58])=[C:64]([CH3:65])[N:63]=4)=[O:23])=[C:11]3[NH:10]2)=[CH:5][CH:4]=1)[CH3:2], predict the reactants needed to synthesize it. The reactants are: [CH2:1]([C:3]1[CH:8]=[CH:7][C:6]([C@H:9]2[CH2:14][C@@H:13]([C:15]([F:18])([F:17])[F:16])[N:12]3[N:19]=[CH:20][C:21]([C:22](O)=[O:23])=[C:11]3[NH:10]2)=[CH:5][CH:4]=1)[CH3:2].CN(C(ON1N=NC2C=CC=NC1=2)=[N+](C)C)C.F[P-](F)(F)(F)(F)F.C(N(CC)C(C)C)(C)C.[F:58][C:59]1[CH:60]=[CH:61][C:62]([CH2:66][NH2:67])=[N:63][C:64]=1[CH3:65].